Dataset: Forward reaction prediction with 1.9M reactions from USPTO patents (1976-2016). Task: Predict the product of the given reaction. Given the reactants Br[C:2]1[CH:3]=[CH:4][C:5]([O:8][CH3:9])=[N:6][CH:7]=1.[Li]CCCC.[CH:15]1([C:18]2[N:22]([C:23]([O:25][C:26]([CH3:29])([CH3:28])[CH3:27])=[O:24])[C:21]3[CH:30]=[C:31]([C:40]4[C:41]([CH3:46])=[N:42][O:43][C:44]=4[CH3:45])[CH:32]=[C:33]([C:34](=[O:39])N(OC)C)[C:20]=3[N:19]=2)[CH2:17][CH2:16]1, predict the reaction product. The product is: [CH:15]1([C:18]2[N:22]([C:23]([O:25][C:26]([CH3:29])([CH3:28])[CH3:27])=[O:24])[C:21]3[CH:30]=[C:31]([C:40]4[C:41]([CH3:46])=[N:42][O:43][C:44]=4[CH3:45])[CH:32]=[C:33]([C:34](=[O:39])[C:2]4[CH:3]=[CH:4][C:5]([O:8][CH3:9])=[N:6][CH:7]=4)[C:20]=3[N:19]=2)[CH2:16][CH2:17]1.